From a dataset of Reaction yield outcomes from USPTO patents with 853,638 reactions. Predict the reaction yield, written as a fraction of the theoretical maximum amount of product (1.0 means a 100% yield; for example, 0.34 means a 34% yield). (1) The reactants are [CH3:1][C:2]1([CH3:39])[C:29](=[O:30])[NH:28][C:5]2=[N:6][CH:7]=[C:8]([C:10]3[CH:15]=[CH:14][C:13]([C:16]4[N:20](C5CCCCO5)[CH:19]=[N:18][N:17]=4)=[CH:12][C:11]=3[CH3:27])[N:9]=[C:4]2[N:3]1[CH2:31][CH2:32][CH:33]1[CH2:38][CH2:37][O:36][CH2:35][CH2:34]1.CC1C=C(C2N(C3CCCCO3)C=NN=2)C=CC=1B1OC(C)(C)C(C)(C)O1.BrC1N=C2N(CCC3CCOCC3)C(C)(C)C(=O)NC2=NC=1.ClCCl.C(=O)([O-])[O-].[Na+].[Na+].O. The catalyst is O1CCOCC1.C(O)(C)C.C1C=CC(P(C2C=CC=CC=2)[C-]2C=CC=C2)=CC=1.C1C=CC(P(C2C=CC=CC=2)[C-]2C=CC=C2)=CC=1.Cl[Pd]Cl.[Fe+2]. The product is [CH3:1][C:2]1([CH3:39])[C:29](=[O:30])[NH:28][C:5]2=[N:6][CH:7]=[C:8]([C:10]3[CH:15]=[CH:14][C:13]([C:16]4[NH:20][CH:19]=[N:18][N:17]=4)=[CH:12][C:11]=3[CH3:27])[N:9]=[C:4]2[N:3]1[CH2:31][CH2:32][CH:33]1[CH2:34][CH2:35][O:36][CH2:37][CH2:38]1. The yield is 0.970. (2) The reactants are [Cl:1][C:2]1[CH:3]=[C:4]([C@@H:12]([CH2:25][CH:26]2[CH2:30][CH2:29][CH2:28][CH2:27]2)[C:13]([NH:15][C:16]2[N:17]=[CH:18][C:19]([C:22](O)=[O:23])=[N:20][CH:21]=2)=[O:14])[CH:5]=[CH:6][C:7]=1[S:8]([CH3:11])(=[O:10])=[O:9].C(Cl)(=O)C(Cl)=O.Cl.[O:38](ON)[C:39]([CH3:42])([CH3:41])[CH3:40].[N:45]1C=CC=CC=1. The catalyst is C(Cl)Cl.CN(C)C=O.O1CCCC1. The product is [C:39]([O:38][NH:45][C:22]([C:19]1[CH:18]=[N:17][C:16]([NH:15][C:13](=[O:14])[C@@H:12]([C:4]2[CH:5]=[CH:6][C:7]([S:8]([CH3:11])(=[O:10])=[O:9])=[C:2]([Cl:1])[CH:3]=2)[CH2:25][CH:26]2[CH2:27][CH2:28][CH2:29][CH2:30]2)=[CH:21][N:20]=1)=[O:23])([CH3:42])([CH3:41])[CH3:40]. The yield is 0.730. (3) The reactants are [Cl:1][C:2]1[C:11]2[NH:10][C:9](=[O:12])[C:8]3[S:13][CH:14]=[CH:15][C:7]=3[C:6]=2[C:5]([C:16]2[CH:21]=[CH:20][C:19]([CH:22]([CH2:32][CH3:33])[CH2:23][NH:24]C(=O)OC(C)(C)C)=[CH:18][CH:17]=2)=[C:4]([O:34]C)[CH:3]=1.BrB(Br)Br. No catalyst specified. The product is [ClH:1].[NH2:24][CH2:23][CH:22]([C:19]1[CH:18]=[CH:17][C:16]([C:5]2[C:6]3[C:7]4[CH:15]=[CH:14][S:13][C:8]=4[C:9](=[O:12])[NH:10][C:11]=3[C:2]([Cl:1])=[CH:3][C:4]=2[OH:34])=[CH:21][CH:20]=1)[CH2:32][CH3:33]. The yield is 0.560. (4) The reactants are [N:1]1([C:12]([O:14][C:15]([CH3:18])([CH3:17])[CH3:16])=[O:13])[CH2:6][CH2:5][CH:4]([C:7](OCC)=[O:8])[CH2:3][CH2:2]1.O.[NH2:20][NH2:21]. The catalyst is CO. The product is [NH:20]([C:7]([CH:4]1[CH2:5][CH2:6][N:1]([C:12]([O:14][C:15]([CH3:18])([CH3:17])[CH3:16])=[O:13])[CH2:2][CH2:3]1)=[O:8])[NH2:21]. The yield is 0.900. (5) The reactants are [Br:1][C:2]1[CH:3]=[N:4][N:5]([CH3:16])[C:6]=1[C:7]1[CH:8]=[C:9]([C:13]([OH:15])=O)[S:10][C:11]=1[CH3:12].[NH2:17][C@@H:18]([CH2:31][C:32]1[CH:37]=[CH:36][CH:35]=[C:34]([C:38]([F:41])([F:40])[F:39])[CH:33]=1)[CH2:19][N:20]1[C:28](=[O:29])[C:27]2[C:22](=[CH:23][CH:24]=[CH:25][CH:26]=2)[C:21]1=[O:30].CC(OC(N[C@H](C(O)=O)CC1C=CC=CC=1C(F)(F)F)=O)(C)C.C1CN([P+](Br)(N2CCCC2)N2CCCC2)CC1.F[P-](F)(F)(F)(F)F.CCN(C(C)C)C(C)C. The catalyst is C(Cl)(Cl)Cl. The product is [Br:1][C:2]1[CH:3]=[N:4][N:5]([CH3:16])[C:6]=1[C:7]1[CH:8]=[C:9]([C:13]([NH:17][C@@H:18]([CH2:31][C:32]2[CH:37]=[CH:36][CH:35]=[C:34]([C:38]([F:41])([F:39])[F:40])[CH:33]=2)[CH2:19][N:20]2[C:21](=[O:30])[C:22]3[C:27](=[CH:26][CH:25]=[CH:24][CH:23]=3)[C:28]2=[O:29])=[O:15])[S:10][C:11]=1[CH3:12]. The yield is 0.690. (6) The reactants are [CH3:1][O:2][C:3]([CH2:5][C:6]1[CH:7]=[C:8]([CH:10]=[CH:11][CH:12]=1)[NH2:9])=[O:4].Cl.Cl[CH2:15][CH2:16][NH:17][CH2:18][CH2:19]Cl. The catalyst is C(O)CCC. The product is [CH3:1][O:2][C:3]([CH2:5][C:6]1[CH:7]=[C:8]([N:9]2[CH2:19][CH2:18][NH:17][CH2:16][CH2:15]2)[CH:10]=[CH:11][CH:12]=1)=[O:4]. The yield is 0.460. (7) The reactants are C([O:3][C:4]([C:6]1[CH:11]=[CH:10][C:9]([C:12]2[CH:17]=[CH:16][C:15]([F:18])=[CH:14][CH:13]=2)=[C:8]([O:19][CH2:20][CH3:21])[CH:7]=1)=O)C.[H-].C([Al+]CC(C)C)C(C)C. The catalyst is C1COCC1. The product is [CH2:20]([O:19][C:8]1[CH:7]=[C:6]([CH2:4][OH:3])[CH:11]=[CH:10][C:9]=1[C:12]1[CH:13]=[CH:14][C:15]([F:18])=[CH:16][CH:17]=1)[CH3:21]. The yield is 1.00. (8) The reactants are [CH2:1]([O:3][CH:4]([O:13][CH2:14][CH3:15])[C:5]1[CH:12]=[CH:11][C:8]([CH:9]=O)=[CH:7][CH:6]=1)[CH3:2].S([O-])([O-])(=O)=O.[Na+].[Na+].[NH2:23][C:24]1[CH:32]=[CH:31][CH:30]=[C:29]2[C:25]=1[CH2:26][O:27][C:28]2=[O:33]. The catalyst is ClCCl. The product is [CH2:1]([O:3][CH:4]([O:13][CH2:14][CH3:15])[C:5]1[CH:12]=[CH:11][C:8]([CH:9]=[N:23][C:24]2[CH:32]=[CH:31][CH:30]=[C:29]3[C:25]=2[CH2:26][O:27][C:28]3=[O:33])=[CH:7][CH:6]=1)[CH3:2]. The yield is 0.840. (9) The reactants are [CH3:1][C:2]1([CH3:31])[C:10]2[C:9]3[CH:11]=[C:12]([S:19]([O-:22])(=[O:21])=[O:20])[CH:13]=[C:14]([S:15]([O-:18])(=[O:17])=[O:16])[C:8]=3[CH:7]=[CH:6][C:5]=2[N+:4]([CH2:23][CH2:24][CH2:25][S:26]([O-:29])(=[O:28])=[O:27])=[C:3]1[CH3:30].[Na+:32].[Na+].[Br-:34].Br/[C:36](=[CH:45]\[NH:46][C:47]1[CH:52]=[CH:51][CH:50]=[CH:49][CH:48]=1)/[CH:37]=[NH+]/C1C=CC=CC=1.N1[CH:58]=[CH:57][CH:56]=[CH:55][CH:54]=1.C(O[C:63](=O)[CH3:64])(=O)C. The catalyst is C(OCC)C. The product is [Br:34]/[C:55](=[CH:56]\[CH:57]=[C:58]1\[N:46]([CH2:45][CH2:36][CH2:37][S:19]([O-:22])(=[O:21])=[O:20])[C:47]2[CH:48]=[CH:49][C:50]3[C:64]([S:26]([O-:29])(=[O:28])=[O:27])=[CH:63][C:14]([S:15]([O-:18])(=[O:17])=[O:16])=[CH:13][C:51]=3[C:52]=2[C:2]\1([CH3:3])[CH3:1])/[CH:54]=[CH:30]/[C:3]1[C:2]([CH3:31])([CH3:1])[C:10]2[C:9]3[CH:11]=[C:12]([S:19]([O-:22])(=[O:20])=[O:21])[CH:13]=[C:14]([S:15]([O-:18])(=[O:16])=[O:17])[C:8]=3[CH:7]=[CH:6][C:5]=2[N+:4]=1[CH2:23][CH2:24][CH2:25][S:26]([O-:29])(=[O:28])=[O:27].[Na+:32].[Na+:32].[Na+:32].[Na+:32].[Na+:32]. The yield is 0.500. (10) The reactants are [C:1]1([C:7]2[O:11][C:10]([C:12]([F:15])([F:14])[F:13])=[C:9]([C:16](Cl)=[O:17])[CH:8]=2)[CH:6]=[CH:5][CH:4]=[CH:3][CH:2]=1.[F:19][C:20]([F:33])([F:32])[C:21]1[CH:22]=[C:23]([NH2:31])[CH:24]=[C:25]([C:27]([F:30])([F:29])[F:28])[CH:26]=1.C(N(CC)C(C)C)(C)C.Cl.C([O-])(O)=O.[Na+]. The catalyst is ClCCl. The product is [F:19][C:20]([F:32])([F:33])[C:21]1[CH:22]=[C:23]([NH:31][C:16]([C:9]2[CH:8]=[C:7]([C:1]3[CH:6]=[CH:5][CH:4]=[CH:3][CH:2]=3)[O:11][C:10]=2[C:12]([F:15])([F:14])[F:13])=[O:17])[CH:24]=[C:25]([C:27]([F:28])([F:30])[F:29])[CH:26]=1. The yield is 0.920.